This data is from Peptide-MHC class I binding affinity with 185,985 pairs from IEDB/IMGT. The task is: Regression. Given a peptide amino acid sequence and an MHC pseudo amino acid sequence, predict their binding affinity value. This is MHC class I binding data. (1) The MHC is Mamu-A02 with pseudo-sequence Mamu-A02. The binding affinity (normalized) is 0.467. The peptide sequence is MTGDTPINIF. (2) The peptide sequence is VYAPAGVEL. The MHC is HLA-A24:03 with pseudo-sequence HLA-A24:03. The binding affinity (normalized) is 0.909. (3) The peptide sequence is MVINGEQGT. The MHC is HLA-B18:01 with pseudo-sequence HLA-B18:01. The binding affinity (normalized) is 0.0847. (4) The peptide sequence is NIYRRWIQL. The MHC is Mamu-B08 with pseudo-sequence Mamu-B08. The binding affinity (normalized) is 0.337.